Dataset: Forward reaction prediction with 1.9M reactions from USPTO patents (1976-2016). Task: Predict the product of the given reaction. (1) Given the reactants [CH2:1]([O:3][C:4](=[O:16])[CH2:5][N:6]1[C:14]2[C:9](=[CH:10][CH:11]=[C:12]([OH:15])[CH:13]=2)[CH:8]=[CH:7]1)[CH3:2].[CH:17]1([C:20]2[C:25]([CH2:26][CH2:27]O)=[CH:24][N:23]=[C:22]([C:29]3[CH:34]=[CH:33][C:32]([C:35]([F:38])([F:37])[F:36])=[CH:31][CH:30]=3)[N:21]=2)[CH2:19][CH2:18]1.N(C(OC(C)(C)C)=O)=NC(OC(C)(C)C)=O.C1(P(C2C=CC=CC=2)C2C=CC=CC=2)C=CC=CC=1, predict the reaction product. The product is: [CH2:1]([O:3][C:4](=[O:16])[CH2:5][N:6]1[C:14]2[C:9](=[CH:10][CH:11]=[C:12]([O:15][CH2:27][CH2:26][C:25]3[C:20]([CH:17]4[CH2:19][CH2:18]4)=[N:21][C:22]([C:29]4[CH:34]=[CH:33][C:32]([C:35]([F:38])([F:36])[F:37])=[CH:31][CH:30]=4)=[N:23][CH:24]=3)[CH:13]=2)[CH:8]=[CH:7]1)[CH3:2]. (2) Given the reactants [CH:1]1([CH2:7][CH2:8][C@@H:9]([CH3:17])[CH2:10][CH2:11][CH:12]2[O:14]C2(C)C)[CH2:6][CH2:5][CH2:4][CH2:3][CH2:2]1.CC(C)=O.I([O-])(=O)(=O)=O.[K+], predict the reaction product. The product is: [CH:1]1([CH2:7][CH2:8][C@@H:9]([CH3:17])[CH2:10][CH2:11][CH:12]=[O:14])[CH2:6][CH2:5][CH2:4][CH2:3][CH2:2]1. (3) Given the reactants [Cl:1][C:2]1[C:3]2[CH:11]=[CH:10][NH:9][C:4]=2[N:5]=[C:6]([NH2:8])[N:7]=1.[F:12][C:13](S([O-])=O)([F:15])[F:14].[Na+].C(OO)(C)(C)C.C([O-])(O)=O.[Na+], predict the reaction product. The product is: [Cl:1][C:2]1[C:3]2[C:11]([C:13]([F:15])([F:14])[F:12])=[CH:10][NH:9][C:4]=2[N:5]=[C:6]([NH2:8])[N:7]=1. (4) Given the reactants OS(O)(=O)=O.[C:6]([C:10]1[CH:16]=[CH:15][C:14]([N+:17]([O-:19])=[O:18])=[CH:13][C:11]=1N)([CH3:9])([CH3:8])[CH3:7].N([O-])=[O:21].[Na+].NC(N)=O, predict the reaction product. The product is: [C:6]([C:10]1[CH:16]=[CH:15][C:14]([N+:17]([O-:19])=[O:18])=[CH:13][C:11]=1[OH:21])([CH3:9])([CH3:8])[CH3:7]. (5) The product is: [Cl:17][C:18]1[CH:24]=[CH:23][CH:22]=[C:21]([F:25])[C:19]=1[NH:20][C:2]1[CH:11]=[CH:10][N:9]=[C:8]2[C:3]=1[C:4]1[CH:16]=[CH:15][CH:14]=[CH:13][C:5]=1[C:6](=[O:12])[NH:7]2. Given the reactants Cl[C:2]1[CH:11]=[CH:10][N:9]=[C:8]2[C:3]=1[C:4]1[CH:16]=[CH:15][CH:14]=[CH:13][C:5]=1[C:6](=[O:12])[NH:7]2.[Cl:17][C:18]1[CH:24]=[CH:23][CH:22]=[C:21]([F:25])[C:19]=1[NH2:20], predict the reaction product. (6) Given the reactants [Cl:1][C:2]1[C:6]([Cl:7])=[C:5]([CH3:8])[NH:4][C:3]=1[C:9]([NH:11][C:12]1[CH:17]=[CH:16][C:15]([C:18]#[CH:19])=[CH:14][CH:13]=1)=[O:10].[N:20]([C:23]1[CH:31]=[CH:30][C:26]([C:27]([OH:29])=[O:28])=[CH:25][CH:24]=1)=[N+:21]=[N-:22], predict the reaction product. The product is: [Cl:1][C:2]1[C:6]([Cl:7])=[C:5]([CH3:8])[NH:4][C:3]=1[C:9]([NH:11][C:12]1[CH:17]=[CH:16][C:15]([C:18]2[N:22]=[N:21][N:20]([C:23]3[CH:24]=[CH:25][C:26]([C:27]([OH:29])=[O:28])=[CH:30][CH:31]=3)[CH:19]=2)=[CH:14][CH:13]=1)=[O:10]. (7) Given the reactants [Br:1][C:2]1[CH:9]=[C:6]([CH:7]=[O:8])[C:5]([OH:10])=[CH:4][CH:3]=1.[Cl:11]Cl, predict the reaction product. The product is: [Cl:11][C:4]1[CH:3]=[C:2]([Br:1])[CH:9]=[C:6]([CH:7]=[O:8])[C:5]=1[OH:10]. (8) The product is: [OH:16][CH:15]([C:10]1[CH:11]=[N:12][CH:13]=[CH:14][C:9]=1[C:1]([C:2]1[CH:3]=[CH:4][CH:5]=[CH:6][CH:7]=1)=[O:8])[CH3:17]. Given the reactants [C:1]([C:9]1[CH:14]=[CH:13][N:12]=[CH:11][C:10]=1[CH:15]=[O:16])(=[O:8])[C:2]1[CH:7]=[CH:6][CH:5]=[CH:4][CH:3]=1.[CH3:17][Mg]Br, predict the reaction product.